From a dataset of Full USPTO retrosynthesis dataset with 1.9M reactions from patents (1976-2016). Predict the reactants needed to synthesize the given product. (1) The reactants are: [NH2:1][C:2]1[CH:3]=[N:4][N:5]2[CH:10]=[CH:9][CH:8]=[CH:7][C:6]=12.C(N(CC)CC)C.[CH:18]1([C:21](Cl)=[O:22])[CH2:20][CH2:19]1.O. Given the product [N:4]1[N:5]2[CH:10]=[CH:9][CH:8]=[CH:7][C:6]2=[C:2]([NH:1][C:21]([CH:18]2[CH2:20][CH2:19]2)=[O:22])[CH:3]=1, predict the reactants needed to synthesize it. (2) Given the product [Cl:1][C:2]1[C:3]([NH:20][CH:21]2[CH2:22][CH:23]3[CH2:27][N:26]([C:32](=[O:33])[CH2:31][C:29]#[N:30])[CH2:25][CH:24]3[CH2:28]2)=[N:4][C:5]([NH:8][C:9]2[CH:10]=[CH:11][C:12]3[C:16]([CH:17]=2)=[N:15][N:14]([CH3:18])[C:13]=3[CH3:19])=[N:6][CH:7]=1, predict the reactants needed to synthesize it. The reactants are: [Cl:1][C:2]1[C:3]([NH:20][CH:21]2[CH2:28][CH:24]3[CH2:25][NH:26][CH2:27][CH:23]3[CH2:22]2)=[N:4][C:5]([NH:8][C:9]2[CH:10]=[CH:11][C:12]3[C:16]([CH:17]=2)=[N:15][N:14]([CH3:18])[C:13]=3[CH3:19])=[N:6][CH:7]=1.[C:29]([CH2:31][C:32](O)=[O:33])#[N:30].CN(C(ON1N=NC2C=CC=NC1=2)=[N+](C)C)C.F[P-](F)(F)(F)(F)F.CCN(CC)CC. (3) Given the product [CH2:27]([C:29]1[CH:34]=[CH:33][C:32]([C:2]2[C:3]([C:14]([NH:16][CH2:17][CH2:18][CH2:19][CH2:20][CH2:21][CH2:22][C:23]([O:25][CH3:26])=[O:24])=[O:15])=[C:4]([CH3:13])[O:5][C:6]=2[C:7]2[CH:12]=[CH:11][CH:10]=[CH:9][CH:8]=2)=[CH:31][CH:30]=1)[CH3:28], predict the reactants needed to synthesize it. The reactants are: Br[C:2]1[C:3]([C:14]([NH:16][CH2:17][CH2:18][CH2:19][CH2:20][CH2:21][CH2:22][C:23]([O:25][CH3:26])=[O:24])=[O:15])=[C:4]([CH3:13])[O:5][C:6]=1[C:7]1[CH:12]=[CH:11][CH:10]=[CH:9][CH:8]=1.[CH2:27]([C:29]1[CH:34]=[CH:33][C:32](B(O)O)=[CH:31][CH:30]=1)[CH3:28].